From a dataset of Reaction yield outcomes from USPTO patents with 853,638 reactions. Predict the reaction yield, written as a fraction of the theoretical maximum amount of product (1.0 means a 100% yield; for example, 0.34 means a 34% yield). (1) The reactants are [CH3:1][O:2][C:3]1[CH:10]=[CH:9][C:8]([N+:11]([O-])=O)=[CH:7][C:4]=1[CH2:5][OH:6].Cl[Sn]Cl.O.[OH-].[Na+]. The catalyst is CCO. The product is [OH:6][CH2:5][C:4]1[CH:7]=[C:8]([CH:9]=[CH:10][C:3]=1[O:2][CH3:1])[NH2:11].[NH2:11][C:8]1[CH:9]=[CH:10][CH:3]=[CH:4][CH:7]=1. The yield is 0.840. (2) The reactants are [CH:1]1([NH:6][C:7]2[N:12]3[N:13]=[C:14]([C:28]4[CH:33]=[CH:32][C:31]([OH:34])=[CH:30][CH:29]=4)[C:15]([C:16]4[CH:21]=[CH:20][N:19]=[C:18]([NH:22][CH:23]5[CH2:27][CH2:26][CH2:25][CH2:24]5)[N:17]=4)=[C:11]3[CH:10]=[CH:9][CH:8]=2)[CH2:5][CH2:4][CH2:3][CH2:2]1.[C:35]1(B(O)O)[CH:40]=[CH:39][CH:38]=[CH:37][CH:36]=1.C(N(CC)CC)C. The catalyst is ClCCl.C([O-])(=O)C.[Cu+2].C([O-])(=O)C. The product is [CH:1]1([NH:6][C:7]2[N:12]3[N:13]=[C:14]([C:28]4[CH:29]=[CH:30][C:31]([O:34][C:35]5[CH:40]=[CH:39][CH:38]=[CH:37][CH:36]=5)=[CH:32][CH:33]=4)[C:15]([C:16]4[CH:21]=[CH:20][N:19]=[C:18]([NH:22][CH:23]5[CH2:24][CH2:25][CH2:26][CH2:27]5)[N:17]=4)=[C:11]3[CH:10]=[CH:9][CH:8]=2)[CH2:2][CH2:3][CH2:4][CH2:5]1. The yield is 0.120. (3) The yield is 0.900. The product is [C:7]([C:6]1[C:5]([CH3:9])=[C:4]([CH3:10])[S:3][C:2]=1[NH:1][C:20]([NH:19][C:11](=[O:18])[C:12]1[CH:13]=[CH:14][CH:15]=[CH:16][CH:17]=1)=[O:21])#[N:8]. No catalyst specified. The reactants are [NH2:1][C:2]1[S:3][C:4]([CH3:10])=[C:5]([CH3:9])[C:6]=1[C:7]#[N:8].[C:11]([N:19]=[C:20]=[O:21])(=[O:18])[C:12]1[CH:17]=[CH:16][CH:15]=[CH:14][CH:13]=1. (4) The reactants are Cl[C:2]1C=CC=C(C(OO)=O)C=1.[CH:12]([N:15]1[C:19](SC)=[N:18][N:17]=[C:16]1[C:22]1[CH:27]=[C:26]([CH:28]([CH3:30])[CH3:29])[C:25]([O:31][CH2:32][O:33][CH3:34])=[CH:24][C:23]=1[O:35][CH2:36][O:37][CH3:38])([CH3:14])[CH3:13].[S:39]([O-:43])([O-])(=[O:41])=S.[Na+].[Na+].C(=O)([O-])O.[Na+]. The catalyst is C(Cl)Cl. The product is [CH:12]([N:15]1[C:19]([S:39]([CH3:2])(=[O:43])=[O:41])=[N:18][N:17]=[C:16]1[C:22]1[CH:27]=[C:26]([CH:28]([CH3:29])[CH3:30])[C:25]([O:31][CH2:32][O:33][CH3:34])=[CH:24][C:23]=1[O:35][CH2:36][O:37][CH3:38])([CH3:13])[CH3:14]. The yield is 0.790. (5) The reactants are Cl[C:2]1[CH:7]=[CH:6][C:5]([O:8][CH2:9][C:10]2[CH:15]=[CH:14][C:13]([O:16][CH3:17])=[CH:12][CH:11]=2)=[CH:4][C:3]=1[N+:18]([O-:20])=[O:19].[OH:21][C:22]1[CH:27]=[CH:26][C:25]([SH:28])=[CH:24][CH:23]=1.C(=O)([O-])[O-].[Cs+].[Cs+].Cl. The catalyst is CN(C)C=O. The product is [CH3:17][O:16][C:13]1[CH:14]=[CH:15][C:10]([CH2:9][O:8][C:5]2[CH:6]=[CH:7][C:2]([S:28][C:25]3[CH:26]=[CH:27][C:22]([OH:21])=[CH:23][CH:24]=3)=[C:3]([N+:18]([O-:20])=[O:19])[CH:4]=2)=[CH:11][CH:12]=1. The yield is 1.00. (6) The reactants are [F:1][C:2]([F:7])([F:6])[C:3]([OH:5])=[O:4].[CH2:8]([S:10]([N:13]1[CH2:18][CH2:17][CH:16]([C:19]2[C:27]3[C:22](=[C:23]([C:38]([NH2:40])=[O:39])[CH:24]=[C:25]([C:28]4[CH:33]=[C:32]([CH2:34][NH:35][CH3:36])[CH:31]=[C:30]([F:37])[CH:29]=4)[CH:26]=3)[NH:21][CH:20]=2)[CH2:15][CH2:14]1)(=[O:12])=[O:11])[CH3:9].[CH3:41]N. No catalyst specified. The product is [F:1][C:2]([F:7])([F:6])[C:3]([OH:5])=[O:4].[CH2:8]([S:10]([N:13]1[CH2:18][CH2:17][CH:16]([C:19]2[C:27]3[C:22](=[C:23]([C:38]([NH2:40])=[O:39])[CH:24]=[C:25]([C:28]4[CH:33]=[C:32]([CH2:34][N:35]5[CH2:3][CH2:2][CH2:41][CH2:36]5)[CH:31]=[C:30]([F:37])[CH:29]=4)[CH:26]=3)[NH:21][CH:20]=2)[CH2:15][CH2:14]1)(=[O:11])=[O:12])[CH3:9]. The yield is 0.410. (7) The reactants are Cl.C(N=C=NCCCN(C)C)C.O.O[N:15]1[C:19]2C=[CH:21][CH:22]=[CH:23][C:18]=2[N:17]=N1.[CH2:24]([NH:26][C:27](=[O:45])[NH:28][C:29]1[N:34]=[C:33]([NH:35][C:36]2[CH:41]=[CH:40][CH:39]=[CH:38][CH:37]=2)[C:32]([C:42]([OH:44])=O)=[CH:31][N:30]=1)[CH3:25].NC1C=NC=CC=1. The catalyst is CN(C)C=O.O. The product is [CH2:24]([NH:26][C:27](=[O:45])[NH:28][C:29]1[N:34]=[C:33]([NH:35][C:36]2[CH:37]=[CH:38][CH:39]=[CH:40][CH:41]=2)[C:32]([C:42]([NH:17][C:18]2[CH:19]=[N:15][CH:21]=[CH:22][CH:23]=2)=[O:44])=[CH:31][N:30]=1)[CH3:25]. The yield is 0.480. (8) The reactants are [CH3:1][O:2][C:3]1[CH:8]=[CH:7][C:6](B(O)O)=[CH:5][CH:4]=1.C1(P(C2C=CC=CC=2)C2C=CC=CC=2)C=CC=CC=1.[NH2:31][C:32]1[C:33]([C:39]([NH:41][C:42]2[CH:47]=[CH:46][CH:45]=[CH:44][CH:43]=2)=[O:40])=[N:34][C:35](Br)=[CH:36][N:37]=1.C([O-])([O-])=O.[Na+].[Na+]. The catalyst is CN(C=O)C.Cl[Pd]Cl. The product is [NH2:31][C:32]1[C:33]([C:39]([NH:41][C:42]2[CH:43]=[CH:44][CH:45]=[CH:46][CH:47]=2)=[O:40])=[N:34][C:35]([C:6]2[CH:7]=[CH:8][C:3]([O:2][CH3:1])=[CH:4][CH:5]=2)=[CH:36][N:37]=1. The yield is 0.380.